This data is from Reaction yield outcomes from USPTO patents with 853,638 reactions. The task is: Predict the reaction yield, written as a fraction of the theoretical maximum amount of product (1.0 means a 100% yield; for example, 0.34 means a 34% yield). (1) The reactants are Br[C:2]1[N:7]=[CH:6][C:5]([C:8]([C:11]2[S:12][C:13]([C:16]3[CH:21]=[C:20]([NH:22][C:23]4[N:28]=[C:27]([C:29]([F:32])([F:31])[F:30])[CH:26]=[CH:25][N:24]=4)[CH:19]=[C:18]([CH3:33])[CH:17]=3)=[CH:14][N:15]=2)([OH:10])[CH3:9])=[CH:4][CH:3]=1.C1(P(C2C=CC=CC=2)CCCP(C2C=CC=CC=2)C2C=CC=CC=2)C=CC=CC=1.[CH3:63][OH:64].C(N(CC)CC)C.CN([CH:75]=[O:76])C. The catalyst is [NH4+].[Cl-].C([O-])(=O)C.[Pd+2].C([O-])(=O)C. The product is [OH:10][C:8]([C:5]1[CH:4]=[CH:3][C:2]([C:63]([O:76][CH3:75])=[O:64])=[N:7][CH:6]=1)([C:11]1[S:12][C:13]([C:16]2[CH:21]=[C:20]([NH:22][C:23]3[N:28]=[C:27]([C:29]([F:32])([F:31])[F:30])[CH:26]=[CH:25][N:24]=3)[CH:19]=[C:18]([CH3:33])[CH:17]=2)=[CH:14][N:15]=1)[CH3:9]. The yield is 0.660. (2) The reactants are Br[CH2:2][C:3]([C:5]1[CH:12]=[CH:11][C:8]([C:9]#[N:10])=[CH:7][N:6]=1)=O.[CH:13]1([CH2:16][NH:17][C:18]([NH2:20])=[S:19])[CH2:15][CH2:14]1.C(=O)(O)[O-].[Na+]. The catalyst is C(O)C. The product is [CH:13]1([CH2:16][NH:17][C:18]2[S:19][CH:2]=[C:3]([C:5]3[CH:12]=[CH:11][C:8]([C:9]#[N:10])=[CH:7][N:6]=3)[N:20]=2)[CH2:15][CH2:14]1. The yield is 0.810.